Task: Regression. Given two drug SMILES strings and cell line genomic features, predict the synergy score measuring deviation from expected non-interaction effect.. Dataset: NCI-60 drug combinations with 297,098 pairs across 59 cell lines (1) Drug 1: CC(CN1CC(=O)NC(=O)C1)N2CC(=O)NC(=O)C2. Drug 2: C1=NC(=NC(=O)N1C2C(C(C(O2)CO)O)O)N. Cell line: 786-0. Synergy scores: CSS=7.96, Synergy_ZIP=-4.12, Synergy_Bliss=0.558, Synergy_Loewe=-0.513, Synergy_HSA=0.355. (2) Drug 1: CC1=C(C=C(C=C1)NC(=O)C2=CC=C(C=C2)CN3CCN(CC3)C)NC4=NC=CC(=N4)C5=CN=CC=C5. Drug 2: CN(CCCl)CCCl.Cl. Cell line: UACC62. Synergy scores: CSS=27.0, Synergy_ZIP=-6.01, Synergy_Bliss=0.621, Synergy_Loewe=-2.41, Synergy_HSA=2.78. (3) Synergy scores: CSS=44.9, Synergy_ZIP=0.967, Synergy_Bliss=1.24, Synergy_Loewe=-5.38, Synergy_HSA=8.93. Cell line: TK-10. Drug 2: CC1CCCC2(C(O2)CC(NC(=O)CC(C(C(=O)C(C1O)C)(C)C)O)C(=CC3=CSC(=N3)C)C)C. Drug 1: CC1=C(C(CCC1)(C)C)C=CC(=CC=CC(=CC(=O)O)C)C. (4) Synergy scores: CSS=9.35, Synergy_ZIP=5.13, Synergy_Bliss=10.1, Synergy_Loewe=-2.19, Synergy_HSA=4.18. Cell line: HS 578T. Drug 1: CC(C1=C(C=CC(=C1Cl)F)Cl)OC2=C(N=CC(=C2)C3=CN(N=C3)C4CCNCC4)N. Drug 2: CC1CCCC2(C(O2)CC(NC(=O)CC(C(C(=O)C(C1O)C)(C)C)O)C(=CC3=CSC(=N3)C)C)C. (5) Drug 1: C1C(C(OC1N2C=NC3=C(N=C(N=C32)Cl)N)CO)O. Drug 2: CC1=C(C(=O)C2=C(C1=O)N3CC4C(C3(C2COC(=O)N)OC)N4)N. Cell line: HCT116. Synergy scores: CSS=67.0, Synergy_ZIP=5.62, Synergy_Bliss=5.97, Synergy_Loewe=9.45, Synergy_HSA=10.4. (6) Drug 1: CN(C)C1=NC(=NC(=N1)N(C)C)N(C)C. Synergy scores: CSS=22.2, Synergy_ZIP=-4.97, Synergy_Bliss=-0.273, Synergy_Loewe=-61.8, Synergy_HSA=-3.98. Cell line: TK-10. Drug 2: C1=CN(C(=O)N=C1N)C2C(C(C(O2)CO)O)O.Cl. (7) Drug 1: C1CN1C2=NC(=NC(=N2)N3CC3)N4CC4. Drug 2: C1=CC(=CC=C1CCC2=CNC3=C2C(=O)NC(=N3)N)C(=O)NC(CCC(=O)O)C(=O)O. Cell line: MDA-MB-231. Synergy scores: CSS=23.1, Synergy_ZIP=-4.31, Synergy_Bliss=-0.393, Synergy_Loewe=-1.66, Synergy_HSA=3.78. (8) Drug 1: C1=CC(=CC=C1CCC2=CNC3=C2C(=O)NC(=N3)N)C(=O)NC(CCC(=O)O)C(=O)O. Drug 2: CS(=O)(=O)OCCCCOS(=O)(=O)C. Cell line: SNB-75. Synergy scores: CSS=12.2, Synergy_ZIP=-0.747, Synergy_Bliss=-1.61, Synergy_Loewe=-10.9, Synergy_HSA=-0.484. (9) Drug 1: CN(CC1=CN=C2C(=N1)C(=NC(=N2)N)N)C3=CC=C(C=C3)C(=O)NC(CCC(=O)O)C(=O)O. Drug 2: CN(C(=O)NC(C=O)C(C(C(CO)O)O)O)N=O. Cell line: PC-3. Synergy scores: CSS=43.9, Synergy_ZIP=4.87, Synergy_Bliss=1.60, Synergy_Loewe=-1.44, Synergy_HSA=0.448.